This data is from NCI-60 drug combinations with 297,098 pairs across 59 cell lines. The task is: Regression. Given two drug SMILES strings and cell line genomic features, predict the synergy score measuring deviation from expected non-interaction effect. Drug 1: C(CCl)NC(=O)N(CCCl)N=O. Drug 2: B(C(CC(C)C)NC(=O)C(CC1=CC=CC=C1)NC(=O)C2=NC=CN=C2)(O)O. Cell line: M14. Synergy scores: CSS=32.3, Synergy_ZIP=-2.37, Synergy_Bliss=-0.128, Synergy_Loewe=0.882, Synergy_HSA=1.81.